Dataset: Peptide-MHC class II binding affinity with 134,281 pairs from IEDB. Task: Regression. Given a peptide amino acid sequence and an MHC pseudo amino acid sequence, predict their binding affinity value. This is MHC class II binding data. (1) The peptide sequence is SFGIVVAWQVKLLPV. The MHC is DRB3_0101 with pseudo-sequence DRB3_0101. The binding affinity (normalized) is 0.247. (2) The peptide sequence is SGLFQLIFFLTLAGR. The MHC is DRB1_0101 with pseudo-sequence DRB1_0101. The binding affinity (normalized) is 0.775. (3) The peptide sequence is FFGQNTAAIAATEAQ. The MHC is DRB1_0301 with pseudo-sequence DRB1_0301. The binding affinity (normalized) is 0.0485. (4) The peptide sequence is LSSNDLAKYKANWIE. The MHC is DRB1_1501 with pseudo-sequence DRB1_1501. The binding affinity (normalized) is 0.686. (5) The peptide sequence is MVTMLSPMLHHWIKV. The MHC is HLA-DQA10102-DQB10501 with pseudo-sequence HLA-DQA10102-DQB10501. The binding affinity (normalized) is 0.655. (6) The peptide sequence is DLDDEQEILNYMSPH. The MHC is DRB5_0101 with pseudo-sequence DRB5_0101. The binding affinity (normalized) is 0.453. (7) The peptide sequence is ALFKAIEAYLLAHPD. The MHC is DRB1_1302 with pseudo-sequence DRB1_1302. The binding affinity (normalized) is 0.576.